This data is from Full USPTO retrosynthesis dataset with 1.9M reactions from patents (1976-2016). The task is: Predict the reactants needed to synthesize the given product. (1) Given the product [CH3:15][O:16][CH2:17][CH2:18][N:19]1[C:2]2[C:3](=[CH:4][C:5]([N+:8]([O-:10])=[O:9])=[CH:6][CH:7]=2)[CH2:11][C:12]1=[O:14], predict the reactants needed to synthesize it. The reactants are: F[C:2]1[CH:7]=[CH:6][C:5]([N+:8]([O-:10])=[O:9])=[CH:4][C:3]=1[CH2:11][C:12]([OH:14])=O.[CH3:15][O:16][CH2:17][CH2:18][NH2:19]. (2) Given the product [F:28][C:29]1[CH:30]=[CH:31][C:32]2[C:36]([N:37]3[CH2:42][CH2:41][N:40]([CH2:43][CH2:44][N:45]4[C:54]5[C:49](=[CH:50][C:51]([C:55]#[N:57])=[CH:52][CH:53]=5)[CH2:48][CH2:47][CH2:46]4)[C@H:39]([CH3:58])[CH2:38]3)=[CH:35][S:34][C:33]=2[CH:59]=1, predict the reactants needed to synthesize it. The reactants are: C(C1C=C2C(=CC=1)N(CCOS(C)(=O)=O)CCC2)#N.[I-].[K+].C(=O)([O-])[O-].[K+].[K+].[F:28][C:29]1[CH:30]=[CH:31][C:32]2[C:36]([N:37]3[CH2:42][CH2:41][N:40]([CH2:43][CH2:44][N:45]4[C:54]5[C:49](=[CH:50][C:51]([C:55]([NH2:57])=O)=[CH:52][CH:53]=5)[CH2:48][CH2:47][CH2:46]4)[C@H:39]([CH3:58])[CH2:38]3)=[CH:35][S:34][C:33]=2[CH:59]=1. (3) Given the product [CH2:1]([O:3][C:4]([C:6]1[N:7]=[C:8]([C:15]2[CH:16]=[CH:17][C:18]([S:19]([CH3:22])(=[O:20])=[O:21])=[C:13]([F:12])[CH:14]=2)[O:9][CH:10]=1)=[O:5])[CH3:2], predict the reactants needed to synthesize it. The reactants are: [CH2:1]([O:3][C:4]([C:6]1[N:7]=[C:8](Cl)[O:9][CH:10]=1)=[O:5])[CH3:2].[F:12][C:13]1[CH:14]=[C:15](B(O)O)[CH:16]=[CH:17][C:18]=1[S:19]([CH3:22])(=[O:21])=[O:20]. (4) Given the product [CH3:18][N:1]1[CH:5]=[CH:4][N:3]=[C:2]1[N:6]1[C:14]2[C:9](=[CH:10][C:11]([N+:15]([O-:17])=[O:16])=[CH:12][CH:13]=2)[CH2:8][CH2:7]1, predict the reactants needed to synthesize it. The reactants are: [NH:1]1[CH:5]=[CH:4][N:3]=[C:2]1[N:6]1[C:14]2[C:9](=[CH:10][C:11]([N+:15]([O-:17])=[O:16])=[CH:12][CH:13]=2)[CH2:8][CH2:7]1.[C:18](=O)([O-])[O-].[K+].[K+].CI. (5) Given the product [C:13]([O:17][C:18]([N:20]1[CH2:25][CH2:24][CH2:23][C@@H:22]([CH2:26][O:27][S:2]([CH3:1])(=[O:4])=[O:3])[CH2:21]1)=[O:19])([CH3:16])([CH3:15])[CH3:14], predict the reactants needed to synthesize it. The reactants are: [CH3:1][S:2](Cl)(=[O:4])=[O:3].C(N(CC)CC)C.[C:13]([O:17][C:18]([N:20]1[CH2:25][CH2:24][CH2:23][C@@H:22]([CH2:26][OH:27])[CH2:21]1)=[O:19])([CH3:16])([CH3:15])[CH3:14].